The task is: Binary Classification. Given a miRNA mature sequence and a target amino acid sequence, predict their likelihood of interaction.. This data is from Experimentally validated miRNA-target interactions with 360,000+ pairs, plus equal number of negative samples. (1) The miRNA is hsa-miR-329-3p with sequence AACACACCUGGUUAACCUCUUU. The protein sequence of the target gene is MPTESASCSTARQTKQKRKSHSLSIRRTNSSEQERTGLPRDMLEGQDSKLPSSVRSTLLELFGQIEREFENLYIENLELRREIDTLNERLAAEGQAIDGAELSKGQLKTKASHSTSQLSQKLKTTYKASTSKIVSSFKTTTSRAACQLVKEYIGHRDGIWDVSVAKTQPVVLGTASADHTALLWSIETGKCLVKYAGHVGSVNSIKFHPSEQLALTASGDQTAHIWRYAVQLPTPQPVADTSISGEDEVECSDKDEPDLDGDVSSDCPTIRVPLTSLKSHQGVVIASDWLVGGKQAVTAS.... Result: 1 (interaction). (2) The miRNA is hsa-miR-552-5p with sequence GUUUAACCUUUUGCCUGUUGG. The protein sequence of the target gene is MLLHLCSVKNLYQNRFLGLAAMASPSRNSQSRRRCKEPLRYSYNPDQFHNMDLRGGPHDGVTIPRSTSDTDLVTSDSRSTLMVSSSYYSIGHSQDLVIHWDIKEEVDAGDWIGMYLIDEVLSENFLDYKNRGVNGSHRGQIIWKIDASSYFVEPETKICFKYYHGVSGALRATTPSVTVKNSAAPIFKSIGADETVQGQGSRRLISFSLSDFQAMGLKKGMFFNPDPYLKISIQPGKHSIFPALPHHGQERRSKIIGNTVNPIWQAEQFSFVSLPTDVLEIEVKDKFAKSRPIIKRFLGK.... Result: 0 (no interaction).